From a dataset of Forward reaction prediction with 1.9M reactions from USPTO patents (1976-2016). Predict the product of the given reaction. (1) Given the reactants [Cl:1][C:2]1[CH:7]=[CH:6][C:5]([C:8]2[CH:9]=[C:10]3[C:16]([C:17]([C:19]4[C:20]([F:33])=[C:21]([NH:26][S:27]([CH2:30][CH2:31][CH3:32])(=[O:29])=[O:28])[CH:22]=[CH:23][C:24]=4[F:25])=[O:18])=[CH:15][N:14]([C:34](=[O:43])[C:35]4[C:40]([Cl:41])=[CH:39][CH:38]=[CH:37][C:36]=4[Cl:42])[C:11]3=[N:12][CH:13]=2)=[CH:4][CH:3]=1.[CH3:44]I.O, predict the reaction product. The product is: [Cl:1][C:2]1[CH:7]=[CH:6][C:5]([C:8]2[CH:9]=[C:10]3[C:16]([C:17]([C:19]4[C:20]([F:33])=[C:21]([N:26]([CH3:44])[S:27]([CH2:30][CH2:31][CH3:32])(=[O:29])=[O:28])[CH:22]=[CH:23][C:24]=4[F:25])=[O:18])=[CH:15][N:14]([C:34](=[O:43])[C:35]4[C:40]([Cl:41])=[CH:39][CH:38]=[CH:37][C:36]=4[Cl:42])[C:11]3=[N:12][CH:13]=2)=[CH:4][CH:3]=1. (2) Given the reactants Cl.[CH3:2][O:3][C:4]([C:6]1[CH:11]=[CH:10][CH:9]=[C:8]([NH:12][NH2:13])[N:7]=1)=[O:5].C(N(CC)CC)C.C[O:22][C:23](=O)[N:24]=[C:25](SC)[C:26]([C:40]1[CH:45]=[C:44]([O:46][CH3:47])[CH:43]=[C:42]([O:48][CH2:49][CH2:50][F:51])[C:41]=1[F:52])=[N:27][C:28]1[CH:33]=[CH:32][C:31]([C:34]2[N:38]=[C:37]([CH3:39])[O:36][N:35]=2)=[CH:30][CH:29]=1, predict the reaction product. The product is: [CH3:2][O:3][C:4]([C:6]1[CH:11]=[CH:10][CH:9]=[C:8]([N:12]2[C:23](=[O:22])[NH:24][C:25]([CH:26]([C:40]3[CH:45]=[C:44]([O:46][CH3:47])[CH:43]=[C:42]([O:48][CH2:49][CH2:50][F:51])[C:41]=3[F:52])[NH:27][C:28]3[CH:29]=[CH:30][C:31]([C:34]4[N:38]=[C:37]([CH3:39])[O:36][N:35]=4)=[CH:32][CH:33]=3)=[N:13]2)[N:7]=1)=[O:5]. (3) Given the reactants C([Si](C)(C)[O:6][CH2:7][CH2:8][CH2:9][CH2:10][O:11][C:12]1[C:38]([O:39][CH3:40])=[CH:37][C:15]2[NH:16][C:17](=[O:36])[C:18]3[CH:24]=[CH:23][C:22]([C:25]4[CH:30]=[CH:29][C:28]([N+:31]([O-:33])=[O:32])=[C:27]([O:34][CH3:35])[CH:26]=4)=[CH:21][C:19]=3[NH:20][C:14]=2[CH:13]=1)(C)(C)C.[N+](CC)(CC)(CC)CC.[F-].O, predict the reaction product. The product is: [OH:6][CH2:7][CH2:8][CH2:9][CH2:10][O:11][C:12]1[C:38]([O:39][CH3:40])=[CH:37][C:15]2[NH:16][C:17](=[O:36])[C:18]3[CH:24]=[CH:23][C:22]([C:25]4[CH:30]=[CH:29][C:28]([N+:31]([O-:33])=[O:32])=[C:27]([O:34][CH3:35])[CH:26]=4)=[CH:21][C:19]=3[NH:20][C:14]=2[CH:13]=1. (4) Given the reactants CN(C)C(N1CC=C(C2NC3N=CN=C(C4C=C(F)C=C(N)C=4C)C=3C=2)CC1)=O.Cl[C:31]1[C:32]2[CH:39]=[C:38]([C:40]3[CH2:41][CH2:42][O:43][CH2:44][CH:45]=3)[NH:37][C:33]=2[N:34]=[CH:35][N:36]=1.CN(C)C(N1CC=C(C2NC3N=CN=C(C4C=CC=C(N5CCC6C(=CC=C(C(O)(C)C)C=6)C5=O)C=4CO)C=3C=2)CC1)=O.[C:89]([C:93]1[CH:118]=[CH:117][C:96]([C:97]([NH:99][C:100]2[CH:105]=[C:104]([F:106])[CH:103]=[C:102](B3OC(C)(C)C(C)(C)O3)[C:101]=2[CH3:116])=[O:98])=[CH:95][CH:94]=1)([CH3:92])([CH3:91])[CH3:90], predict the reaction product. The product is: [C:89]([C:93]1[CH:118]=[CH:117][C:96]([C:97]([NH:99][C:100]2[CH:105]=[C:104]([F:106])[CH:103]=[C:102]([C:31]3[C:32]4[CH:39]=[C:38]([C:40]5[CH2:41][CH2:42][O:43][CH2:44][CH:45]=5)[NH:37][C:33]=4[N:34]=[CH:35][N:36]=3)[C:101]=2[CH3:116])=[O:98])=[CH:95][CH:94]=1)([CH3:92])([CH3:90])[CH3:91]. (5) Given the reactants [Cl:1][C:2]1[CH:11]=[C:10]([F:12])[C:9]([N+:13]([O-])=O)=[CH:8][C:3]=1[NH:4][C:5](=[O:7])[CH3:6], predict the reaction product. The product is: [NH2:13][C:9]1[C:10]([F:12])=[CH:11][C:2]([Cl:1])=[C:3]([CH:8]=1)[NH:4][C:5](=[O:7])[CH3:6].